From a dataset of Full USPTO retrosynthesis dataset with 1.9M reactions from patents (1976-2016). Predict the reactants needed to synthesize the given product. (1) The reactants are: [CH:1]([O:4][C:5]1[CH:6]=[C:7]([CH:11]=[C:12]([O:14][CH:15]([CH3:17])[CH3:16])[CH:13]=1)[C:8]([OH:10])=O)([CH3:3])[CH3:2].[CH2:18]([O:20][C:21](=[O:32])[CH2:22][CH2:23][S:24][CH2:25][C:26]1[N:27]=[C:28]([NH2:31])[S:29][CH:30]=1)[CH3:19]. Given the product [CH2:18]([O:20][C:21](=[O:32])[CH2:22][CH2:23][S:24][CH2:25][C:26]1[N:27]=[C:28]([NH:31][C:8](=[O:10])[C:7]2[CH:11]=[C:12]([O:14][CH:15]([CH3:17])[CH3:16])[CH:13]=[C:5]([O:4][CH:1]([CH3:2])[CH3:3])[CH:6]=2)[S:29][CH:30]=1)[CH3:19], predict the reactants needed to synthesize it. (2) The reactants are: CC(C)(C)C([O:5][CH2:6][C@@H:7]1[C@@H:12]([O:13]C(=O)C(C)(C)C)[C@H:11]([O:20]C(=O)C(C)(C)C)[C@H:10]([O:27]C(=O)C(C)(C)C)[C@@H:9]([C:34]2[CH:39]=[CH:38][CH:37]=[C:36]([C:40]#[C:41][Si](C)(C)C)[CH:35]=2)[O:8]1)=O.CO[Na]. Given the product [C:40]([C:36]1[CH:35]=[C:34]([C@@H:9]2[C@@H:10]([OH:27])[C@@H:11]([OH:20])[C@H:12]([OH:13])[C@@H:7]([CH2:6][OH:5])[O:8]2)[CH:39]=[CH:38][CH:37]=1)#[CH:41], predict the reactants needed to synthesize it. (3) Given the product [Br:10][C:5]1[CH:6]=[C:7]([C:8]#[N:9])[C:2]([Cl:15])=[N:3][CH:4]=1, predict the reactants needed to synthesize it. The reactants are: N[C:2]1[C:7]([C:8]#[N:9])=[CH:6][C:5]([Br:10])=[CH:4][N:3]=1.N([O-])=O.[Na+].[ClH:15]. (4) Given the product [I:1][C:2]1[CH:3]=[C:4]([CH2:8][C:9]([NH:39][C:38]2[CH:40]=[CH:41][CH:42]=[C:36]([C:35]([F:34])([F:43])[F:44])[CH:37]=2)=[O:11])[CH:5]=[CH:6][CH:7]=1, predict the reactants needed to synthesize it. The reactants are: [I:1][C:2]1[CH:3]=[C:4]([CH2:8][C:9]([OH:11])=O)[CH:5]=[CH:6][CH:7]=1.CN(C(ON1N=NC2C=CC=CC1=2)=[N+](C)C)C.[B-](F)(F)(F)F.[F:34][C:35]([F:44])([F:43])[C:36]1[CH:37]=[C:38]([CH:40]=[CH:41][CH:42]=1)[NH2:39]. (5) Given the product [ClH:24].[NH2:1][C:2]1[C:10]([OH:11])=[C:9]2[C:5]([CH2:6][CH2:7][CH:8]2[CH2:13][CH2:14][NH:15][C:16](=[O:18])[CH3:17])=[CH:4][CH:3]=1, predict the reactants needed to synthesize it. The reactants are: [NH2:1][C:2]1[C:10]([O:11]C)=[C:9]2[C:5]([CH2:6][CH2:7][CH:8]2[CH2:13][CH2:14][NH:15][C:16](=[O:18])[CH3:17])=[CH:4][CH:3]=1.B(Br)(Br)Br.O.[Cl:24]CCl. (6) Given the product [C:36]([NH:33][C:3]1[CH:4]=[C:5]([C:19]([NH:21][CH2:22][C:23]2[CH:24]=[CH:25][C:26]([S:29]([CH3:32])(=[O:30])=[O:31])=[CH:27][CH:28]=2)=[O:20])[C:6](=[O:18])[N:7]([C:8]2[CH:13]=[CH:12][CH:11]=[C:10]([C:14]([F:15])([F:17])[F:16])[CH:9]=2)[C:2]=1[CH3:1])(=[O:38])[CH3:37], predict the reactants needed to synthesize it. The reactants are: [CH3:1][C:2]1[N:7]([C:8]2[CH:13]=[CH:12][CH:11]=[C:10]([C:14]([F:17])([F:16])[F:15])[CH:9]=2)[C:6](=[O:18])[C:5]([C:19]([NH:21][CH2:22][C:23]2[CH:28]=[CH:27][C:26]([S:29]([CH3:32])(=[O:31])=[O:30])=[CH:25][CH:24]=2)=[O:20])=[CH:4][C:3]=1[N+:33]([O-])=O.[C:36](OC(=O)C)(=[O:38])[CH3:37].C(=O)([O-])O.[Na+].[OH-].[Na+]. (7) Given the product [Cl:15][C:16]1[CH:21]=[C:20]([C:7]2[CH:8]=[CH:9][C:4]([O:3][C:2]([F:14])([F:13])[F:1])=[CH:5][CH:6]=2)[N:19]=[CH:18][N:17]=1, predict the reactants needed to synthesize it. The reactants are: [F:1][C:2]([F:14])([F:13])[O:3][C:4]1[CH:9]=[CH:8][C:7](B(O)O)=[CH:6][CH:5]=1.[Cl:15][C:16]1[CH:21]=[C:20](Cl)[N:19]=[CH:18][N:17]=1.C(=O)([O-])[O-].[K+].[K+]. (8) Given the product [Cl:7][C:8]1[C:13]([NH2:14])=[C:12]([NH2:20])[CH:11]=[CH:10][N:9]=1, predict the reactants needed to synthesize it. The reactants are: CC(C)([O-])C.[K+].[Cl:7][C:8]1[C:13]([N+:14]([O-])=O)=[CH:12][CH:11]=[CH:10][N:9]=1.Cl.CO[NH2:20].[Cl-].[NH4+].C(=O)([O-])O.[Na+].C(=O)=O. (9) Given the product [F:13][CH:12]([F:14])[C:11]1[N:6]2[N:5]=[CH:4][C:3]([C:1]#[C:2][C:26]3[CH:27]=[CH:28][C:29]([C:32]([NH2:34])=[O:33])=[N:30][CH:31]=3)=[C:7]2[N:8]=[C:9]([C:15]2[CH:20]=[CH:19][C:18]([C:21]([F:23])([F:24])[F:22])=[CH:17][CH:16]=2)[CH:10]=1, predict the reactants needed to synthesize it. The reactants are: [C:1]([C:3]1[CH:4]=[N:5][N:6]2[C:11]([CH:12]([F:14])[F:13])=[CH:10][C:9]([C:15]3[CH:20]=[CH:19][C:18]([C:21]([F:24])([F:23])[F:22])=[CH:17][CH:16]=3)=[N:8][C:7]=12)#[CH:2].Br[C:26]1[CH:27]=[CH:28][C:29]([C:32]([NH2:34])=[O:33])=[N:30][CH:31]=1.